From a dataset of Peptide-MHC class I binding affinity with 185,985 pairs from IEDB/IMGT. Regression. Given a peptide amino acid sequence and an MHC pseudo amino acid sequence, predict their binding affinity value. This is MHC class I binding data. (1) The peptide sequence is VGEEFFHQY. The MHC is HLA-A23:01 with pseudo-sequence HLA-A23:01. The binding affinity (normalized) is 0.489. (2) The peptide sequence is KVRGRLLAL. The MHC is HLA-B45:06 with pseudo-sequence HLA-B45:06. The binding affinity (normalized) is 0.213. (3) The peptide sequence is FSENTWRDEY. The MHC is HLA-A30:02 with pseudo-sequence HLA-A30:02. The binding affinity (normalized) is 0.398. (4) The peptide sequence is IVAPYLFWL. The binding affinity (normalized) is 0.548. The MHC is HLA-B58:01 with pseudo-sequence HLA-B58:01. (5) The peptide sequence is AENCYNLEI. The MHC is HLA-B51:01 with pseudo-sequence HLA-B51:01. The binding affinity (normalized) is 0.0847. (6) The binding affinity (normalized) is 0.0847. The MHC is HLA-B46:01 with pseudo-sequence HLA-B46:01. The peptide sequence is LPSSSSYSY. (7) The peptide sequence is RIFPATHYV. The MHC is HLA-C07:01 with pseudo-sequence HLA-C07:01. The binding affinity (normalized) is 0.669.